From a dataset of Peptide-MHC class I binding affinity with 185,985 pairs from IEDB/IMGT. Regression. Given a peptide amino acid sequence and an MHC pseudo amino acid sequence, predict their binding affinity value. This is MHC class I binding data. (1) The peptide sequence is EASTWLDIF. The MHC is HLA-B15:01 with pseudo-sequence HLA-B15:01. The binding affinity (normalized) is 0.523. (2) The peptide sequence is FLPSDYFPSV. The MHC is HLA-B54:01 with pseudo-sequence HLA-B54:01. The binding affinity (normalized) is 0.170.